This data is from Forward reaction prediction with 1.9M reactions from USPTO patents (1976-2016). The task is: Predict the product of the given reaction. (1) Given the reactants [OH:1][C:2]1[CH:11]=[CH:10][C:5]2[C:6](=[O:9])[CH2:7][O:8][C:4]=2[C:3]=1[CH2:12][N:13]1[CH2:18][CH2:17][N:16]([C:19]([O:21][C:22]([CH3:25])([CH3:24])[CH3:23])=[O:20])[CH2:15][CH2:14]1.[Cl:26][C:27]1[CH:32]=[C:31]([Cl:33])[CH:30]=[CH:29][C:28]=1[S:34]([N:37]1[C:45]2[C:40](=[CH:41][CH:42]=[CH:43][CH:44]=2)[C:39]([CH:46]=O)=[CH:38]1)(=[O:36])=[O:35].N1CCCCC1, predict the reaction product. The product is: [Cl:26][C:27]1[CH:32]=[C:31]([Cl:33])[CH:30]=[CH:29][C:28]=1[S:34]([N:37]1[C:45]2[C:40](=[CH:41][CH:42]=[CH:43][CH:44]=2)[C:39](/[CH:46]=[C:7]2\[O:8][C:4]3[C:3]([CH2:12][N:13]4[CH2:14][CH2:15][N:16]([C:19]([O:21][C:22]([CH3:25])([CH3:24])[CH3:23])=[O:20])[CH2:17][CH2:18]4)=[C:2]([OH:1])[CH:11]=[CH:10][C:5]=3[C:6]\2=[O:9])=[CH:38]1)(=[O:36])=[O:35]. (2) Given the reactants [NH2:1][C:2]1[N:23]=[C:22](/[CH:24]=[CH:25]\[CH2:26][O:27][CH3:28])[CH:21]=[CH:20][C:3]=1[C:4]([NH:6][CH2:7][C:8]1[S:9][C:10]([O:13][C:14]2[CH:19]=[CH:18][CH:17]=[CH:16][CH:15]=2)=[CH:11][CH:12]=1)=[O:5].O1CCCC1.C(N(CC)CC)C, predict the reaction product. The product is: [NH2:1][C:2]1[N:23]=[C:22]([CH2:24][CH2:25][CH2:26][O:27][CH3:28])[CH:21]=[CH:20][C:3]=1[C:4]([NH:6][CH2:7][C:8]1[S:9][C:10]([O:13][C:14]2[CH:19]=[CH:18][CH:17]=[CH:16][CH:15]=2)=[CH:11][CH:12]=1)=[O:5].